Dataset: Forward reaction prediction with 1.9M reactions from USPTO patents (1976-2016). Task: Predict the product of the given reaction. Given the reactants [Si]([O:8][CH2:9][CH2:10][CH2:11][N:12]1[CH:16]=[C:15]([C:17]2[C:25]3[C:24]([NH:26][C@H:27]([C:29]4[N:34]([C:35]5[CH:40]=[CH:39][CH:38]=[CH:37][CH:36]=5)[C:33](=[O:41])[C:32]5=[C:42]([CH3:45])[CH:43]=[CH:44][N:31]5[N:30]=4)[CH3:28])=[N:23][CH:22]=[N:21][C:20]=3[N:19](COCC[Si](C)(C)C)[CH:18]=2)[CH:14]=[N:13]1)(C(C)(C)C)(C)C.FC(F)(F)C(O)=O.N, predict the reaction product. The product is: [OH:8][CH2:9][CH2:10][CH2:11][N:12]1[CH:16]=[C:15]([C:17]2[C:25]3[C:24]([NH:26][C@H:27]([C:29]4[N:34]([C:35]5[CH:36]=[CH:37][CH:38]=[CH:39][CH:40]=5)[C:33](=[O:41])[C:32]5=[C:42]([CH3:45])[CH:43]=[CH:44][N:31]5[N:30]=4)[CH3:28])=[N:23][CH:22]=[N:21][C:20]=3[NH:19][CH:18]=2)[CH:14]=[N:13]1.